This data is from Forward reaction prediction with 1.9M reactions from USPTO patents (1976-2016). The task is: Predict the product of the given reaction. (1) Given the reactants [C:1]([O:5][C:6]([NH:8][CH2:9][C:10]1[CH:15]=[CH:14][CH:13]=[CH:12][C:11]=1[C:16]1[S:20][C:19]([C:21]([O:23]CC)=[O:22])=[CH:18][CH:17]=1)=[O:7])([CH3:4])([CH3:3])[CH3:2].[OH-].[Li+], predict the reaction product. The product is: [C:1]([O:5][C:6]([NH:8][CH2:9][C:10]1[CH:15]=[CH:14][CH:13]=[CH:12][C:11]=1[C:16]1[S:20][C:19]([C:21]([OH:23])=[O:22])=[CH:18][CH:17]=1)=[O:7])([CH3:4])([CH3:2])[CH3:3]. (2) The product is: [F:16][C:12]1[CH:13]=[CH:14][CH:15]=[C:10]([F:9])[C:11]=1[C:17]1[S:18][CH:19]=[C:20]([C:22]([NH:25][C:26]2[C:27]([N:35]3[CH2:40][CH2:39][CH2:38][C@H:37]([NH:41][C:42](=[O:48])[O:43][C:44]([CH3:46])([CH3:45])[CH3:47])[CH2:36]3)=[C:28]3[CH:34]=[CH:33][S:32][C:29]3=[N:30][CH:31]=2)=[O:24])[N:21]=1. Given the reactants ClC(N(C)C)=C(C)C.[F:9][C:10]1[CH:15]=[CH:14][CH:13]=[C:12]([F:16])[C:11]=1[C:17]1[S:18][CH:19]=[C:20]([C:22]([OH:24])=O)[N:21]=1.[NH2:25][C:26]1[C:27]([N:35]2[CH2:40][CH2:39][CH2:38][C@H:37]([NH:41][C:42](=[O:48])[O:43][C:44]([CH3:47])([CH3:46])[CH3:45])[CH2:36]2)=[C:28]2[CH:34]=[CH:33][S:32][C:29]2=[N:30][CH:31]=1.N1C=CC=CC=1, predict the reaction product. (3) The product is: [Cl:23][C:24]1[CH:29]=[CH:28][C:27]([NH:30][C:31]([NH:12][C:11]2[CH:10]=[CH:9][C:8]([C:13]3[CH:14]=[CH:15][C:16]([C:19]([F:20])([F:21])[F:22])=[CH:17][CH:18]=3)=[CH:7][C:6]=2[C:5]2[NH:1][N:2]=[N:3][N:4]=2)=[O:32])=[CH:26][C:25]=1[C:33]([F:34])([F:35])[F:36]. Given the reactants [NH:1]1[C:5]([C:6]2[CH:7]=[C:8]([C:13]3[CH:18]=[CH:17][C:16]([C:19]([F:22])([F:21])[F:20])=[CH:15][CH:14]=3)[CH:9]=[CH:10][C:11]=2[NH2:12])=[N:4][N:3]=[N:2]1.[Cl:23][C:24]1[CH:29]=[CH:28][C:27]([N:30]=[C:31]=[O:32])=[CH:26][C:25]=1[C:33]([F:36])([F:35])[F:34], predict the reaction product. (4) The product is: [CH2:1]([C:3]1[CH:4]=[C:5]2[C:7]([CH:11]=[CH:12][CH:14]=[N:6]2)=[CH:8][CH:9]=1)[CH3:2]. Given the reactants [CH2:1]([C:3]1[CH:4]=[C:5]([CH:7]=[CH:8][CH:9]=1)[NH2:6])[CH3:2].O[CH2:11][CH:12]([CH2:14]O)O.[Na+].[N+](C1C=C(S([O-])(=O)=O)C=CC=1)([O-])=O.OS(O)(=O)=O, predict the reaction product. (5) The product is: [C:1]([O:5][C:6](=[O:7])[NH:8][CH:9]([C:29](=[O:33])[N:30]([CH3:32])[CH3:31])[CH2:10][C:11]1[CH:28]=[CH:27][C:14]([O:15][C:16]2[CH:17]=[CH:18][C:19]([CH2:22][CH2:23][C:24](=[O:26])[NH2:36])=[CH:20][CH:21]=2)=[CH:13][CH:12]=1)([CH3:3])([CH3:4])[CH3:2]. Given the reactants [C:1]([O:5][C:6]([NH:8][CH:9]([C:29](=[O:33])[N:30]([CH3:32])[CH3:31])[CH2:10][C:11]1[CH:28]=[CH:27][C:14]([O:15][C:16]2[CH:21]=[CH:20][C:19]([CH2:22][CH2:23][C:24]([OH:26])=O)=[CH:18][CH:17]=2)=[CH:13][CH:12]=1)=[O:7])([CH3:4])([CH3:3])[CH3:2].C([N:36](CC)CC)C.CN([P+](ON1N=NC2C=CC=CC1=2)(N(C)C)N(C)C)C.F[P-](F)(F)(F)(F)F, predict the reaction product. (6) Given the reactants [F:1][C:2]1[CH:29]=[CH:28][C:5]([C:6]([C:8]2[C:13]([O:14][Si](CCCC)(CCCC)CCCC)=[CH:12][CH:11]=[CH:10][N:9]=2)=[O:7])=[CH:4][CH:3]=1.[F-].C([N+](CCCC)(CCCC)CCCC)CCC, predict the reaction product. The product is: [F:1][C:2]1[CH:29]=[CH:28][C:5]([C:6]([C:8]2[C:13]([OH:14])=[CH:12][CH:11]=[CH:10][N:9]=2)=[O:7])=[CH:4][CH:3]=1. (7) Given the reactants [H-].[Na+].[O:3]1[C:7]2[CH:8]=[CH:9][C:10]([C:12](=[O:14])[CH3:13])=[CH:11][C:6]=2[O:5][CH2:4]1.[Br:15][C:16]1[CH:17]=[C:18]([CH:23]=[CH:24][CH:25]=1)[C:19](OC)=[O:20].[H][H], predict the reaction product. The product is: [O:3]1[C:7]2[CH:8]=[CH:9][C:10]([C:12](=[O:14])[CH2:13][C:19]([C:18]3[CH:23]=[CH:24][CH:25]=[C:16]([Br:15])[CH:17]=3)=[O:20])=[CH:11][C:6]=2[O:5][CH2:4]1.